Task: Predict the product of the given reaction.. Dataset: Forward reaction prediction with 1.9M reactions from USPTO patents (1976-2016) (1) Given the reactants [CH3:1][C:2]1[O:6][N:5]=[C:4]([C:7]2[CH:12]=[CH:11][CH:10]=[CH:9][CH:8]=2)[C:3]=1[CH2:13][O:14][C:15]1[CH:23]=[CH:22][C:18]([C:19]([OH:21])=O)=[CH:17][N:16]=1.[O:24]=[S:25]1(=[O:31])[CH2:29][CH2:28][CH:27]([NH2:30])[CH2:26]1, predict the reaction product. The product is: [O:24]=[S:25]1(=[O:31])[CH2:29][CH2:28][CH:27]([NH:30][C:19](=[O:21])[C:18]2[CH:22]=[CH:23][C:15]([O:14][CH2:13][C:3]3[C:4]([C:7]4[CH:8]=[CH:9][CH:10]=[CH:11][CH:12]=4)=[N:5][O:6][C:2]=3[CH3:1])=[N:16][CH:17]=2)[CH2:26]1. (2) Given the reactants [Si:1]([O:8][C@@H:9]1[C@H:13]([CH2:14][O:15][Si:16]([C:19]([CH3:22])([CH3:21])[CH3:20])([CH3:18])[CH3:17])[CH2:12][C@@H:11]([O:23][C:24]2[CH:29]=[C:28](Cl)[N:27]=[CH:26][N:25]=2)[CH2:10]1)([C:4]([CH3:7])([CH3:6])[CH3:5])([CH3:3])[CH3:2].[CH2:31]([Mg]Br)[C:32]1[CH:37]=[CH:36][CH:35]=[CH:34][CH:33]=1, predict the reaction product. The product is: [CH2:31]([C:28]1[CH:29]=[C:24]([O:23][C@@H:11]2[CH2:12][C@@H:13]([CH2:9][O:8][Si:1]([C:4]([CH3:7])([CH3:5])[CH3:6])([CH3:2])[CH3:3])[C@@H:14]([O:15][Si:16]([C:19]([CH3:20])([CH3:21])[CH3:22])([CH3:18])[CH3:17])[CH2:10]2)[N:25]=[CH:26][N:27]=1)[C:32]1[CH:37]=[CH:36][CH:35]=[CH:34][CH:33]=1. (3) Given the reactants [Br:1][C:2]1[N:6]=[C:5]([C@@H:7]2[C@H:11]([C:12]3[S:13][CH:14]=[CH:15][N:16]=3)[NH:10][C@:9]([CH2:24][CH:25]([CH3:27])[CH3:26])([C:17]([O:19]C(C)(C)C)=[O:18])[CH2:8]2)[S:4][N:3]=1.[C:28]([C:32]1[CH:40]=[CH:39][C:35]([C:36](Cl)=[O:37])=[CH:34][CH:33]=1)([CH3:31])([CH3:30])[CH3:29], predict the reaction product. The product is: [C:28]([C:32]1[CH:33]=[CH:34][C:35]([C:36]([N:10]2[C@@H:11]([C:12]3[S:13][CH:14]=[CH:15][N:16]=3)[C@@H:7]([C:5]3[S:4][N:3]=[C:2]([Br:1])[N:6]=3)[CH2:8][C@@:9]2([CH2:24][CH:25]([CH3:27])[CH3:26])[C:17]([OH:19])=[O:18])=[O:37])=[CH:39][CH:40]=1)([CH3:31])([CH3:29])[CH3:30]. (4) Given the reactants C1(=NO)CCCCC1.[S:9](=[O:13])(=[O:12])([OH:11])[OH:10].[C:14]1(=[O:21])[NH:20][CH2:19][CH2:18][CH2:17][CH2:16][CH2:15]1, predict the reaction product. The product is: [C:14]1(=[O:21])[NH:20][CH2:19][CH2:18][CH2:17][CH2:16][CH2:15]1.[S:9](=[O:11])(=[O:10])([OH:13])[OH:12].[S:9](=[O:12])(=[O:11])=[O:10]. (5) Given the reactants [CH3:1][O:2][C:3]1[C:12]([O:13][CH3:14])=[CH:11][CH:10]=[C:9]2[C:4]=1[CH2:5][CH2:6][N:7](C(OC(C)(C)C)=O)[CH2:8]2.[ClH:22], predict the reaction product. The product is: [ClH:22].[CH3:1][O:2][C:3]1[C:12]([O:13][CH3:14])=[CH:11][CH:10]=[C:9]2[C:4]=1[CH2:5][CH2:6][NH:7][CH2:8]2. (6) Given the reactants [CH3:1][O:2][CH2:3][C:4]1[CH:10]=[C:9](/[N:11]=N/C2C=CC=CC=2COC)[CH:8]=[CH:7][C:5]=1[NH2:6].O, predict the reaction product. The product is: [CH3:1][O:2][CH2:3][C:4]1[CH:10]=[C:9]([NH2:11])[CH:8]=[CH:7][C:5]=1[NH2:6]. (7) Given the reactants [O:1]1[CH2:6][CH2:5][CH2:4][CH2:3][CH:2]1[O:7][CH2:8][CH2:9][O:10][C:11]1[C:16]2[CH:17]=[CH:18][O:19][C:15]=2[C:14]([CH2:20][C:21]([OH:23])=O)=[CH:13][CH:12]=1.[OH-].[NH4+:25], predict the reaction product. The product is: [O:1]1[CH2:6][CH2:5][CH2:4][CH2:3][CH:2]1[O:7][CH2:8][CH2:9][O:10][C:11]1[C:16]2[CH:17]=[CH:18][O:19][C:15]=2[C:14]([CH2:20][C:21]([NH2:25])=[O:23])=[CH:13][CH:12]=1.